This data is from Catalyst prediction with 721,799 reactions and 888 catalyst types from USPTO. The task is: Predict which catalyst facilitates the given reaction. (1) Reactant: [CH3:1][O:2][C:3]1[CH:4]=[C:5]2[C:10](=[CH:11][C:12]=1[O:13][CH3:14])[N:9]([CH2:15][CH2:16][N:17]1[CH2:22][CH2:21][CH:20]([NH:23]C(=O)OC(C)(C)C)[CH2:19][CH2:18]1)[C:8](=[O:31])[CH:7]=[N:6]2.FC(F)(F)C(O)=O.NC1CCN(CCN2C3C(=CC=C(F)C=3)N=CC2=O)CC1. Product: [NH2:23][CH:20]1[CH2:21][CH2:22][N:17]([CH2:16][CH2:15][N:9]2[C:10]3[C:5](=[CH:4][C:3]([O:2][CH3:1])=[C:12]([O:13][CH3:14])[CH:11]=3)[N:6]=[CH:7][C:8]2=[O:31])[CH2:18][CH2:19]1. The catalyst class is: 4. (2) Reactant: C1(NC2CCCCC2)CCCCC1.CCCCCC.[CH:20]([O:23][C:24]([CH:26]1[CH2:31][CH2:30][CH2:29][CH2:28][CH2:27]1)=[O:25])([CH3:22])[CH3:21].Br[CH2:33][CH:34]([CH2:37][CH3:38])[CH2:35][CH3:36].Cl. Product: [CH:20]([O:23][C:24]([C:26]1([CH2:33][CH:34]([CH2:37][CH3:38])[CH2:35][CH3:36])[CH2:31][CH2:30][CH2:29][CH2:28][CH2:27]1)=[O:25])([CH3:22])[CH3:21]. The catalyst class is: 1. (3) Reactant: [C:1]1(C(OCC)=O)([C:11]([O:13][CH2:14][CH3:15])=[O:12])[C:10]2[C:5](=[CH:6][CH:7]=[CH:8][CH:9]=2)[CH2:4][CH2:3][CH2:2]1.[Cl-].[Na+].O. Product: [CH:1]1([C:11]([O:13][CH2:14][CH3:15])=[O:12])[C:10]2[C:5](=[CH:6][CH:7]=[CH:8][CH:9]=2)[CH2:4][CH2:3][CH2:2]1. The catalyst class is: 16. (4) Reactant: [CH2:1]([O:5][C:6]1[CH:11]=[CH:10][C:9]([S:12]([N:15]([CH2:26][C:27]2[CH:32]=[CH:31][C:30]([N:33]3[CH:37]=[N:36][CH:35]=[N:34]3)=[CH:29][CH:28]=2)[CH2:16][C:17]([NH:19][O:20]C(OC)(C)C)=[O:18])(=[O:14])=[O:13])=[CH:8][CH:7]=1)[CH2:2][CH:3]=[CH2:4].[ClH:38]. Product: [ClH:38].[CH2:1]([O:5][C:6]1[CH:11]=[CH:10][C:9]([S:12]([N:15]([CH2:26][C:27]2[CH:28]=[CH:29][C:30]([N:33]3[CH:37]=[N:36][CH:35]=[N:34]3)=[CH:31][CH:32]=2)[CH2:16][C:17]([NH:19][OH:20])=[O:18])(=[O:14])=[O:13])=[CH:8][CH:7]=1)[CH2:2][CH:3]=[CH2:4]. The catalyst class is: 25.